Task: Predict which catalyst facilitates the given reaction.. Dataset: Catalyst prediction with 721,799 reactions and 888 catalyst types from USPTO (1) Reactant: [NH2:1][CH:2]1[CH2:7][CH2:6][C:5]([C:9]2[CH:14]=[CH:13][CH:12]=[C:11]([O:15]C)[CH:10]=2)([OH:8])[CH2:4][CH2:3]1.N[C@H](C(O)=O)CCSC.C(=O)([O-])[O-].[Na+].[Na+]. Product: [NH2:1][CH:2]1[CH2:3][CH2:4][C:5]([C:9]2[CH:14]=[CH:13][CH:12]=[C:11]([OH:15])[CH:10]=2)([OH:8])[CH2:6][CH2:7]1. The catalyst class is: 501. (2) Reactant: [CH3:1][O:2][C:3]1[CH:4]=[C:5]2[C:10](=[CH:11][C:12]=1[O:13][CH3:14])[N:9]=[CH:8][CH:7]=[C:6]2[O:15][C:16]1[CH:22]=[CH:21][C:19]([NH2:20])=[C:18]([CH3:23])[CH:17]=1.C(N(CC)CC)C.ClC(Cl)(O[C:35](=[O:41])OC(Cl)(Cl)Cl)Cl.[Br:43][C:44]1[CH:45]=[C:46]([C@H:50]([NH2:52])[CH3:51])[CH:47]=[CH:48][CH:49]=1. Product: [Br:43][C:44]1[CH:45]=[C:46]([C@H:50]([NH:52][C:35]([NH:20][C:19]2[CH:21]=[CH:22][C:16]([O:15][C:6]3[C:5]4[C:10](=[CH:11][C:12]([O:13][CH3:14])=[C:3]([O:2][CH3:1])[CH:4]=4)[N:9]=[CH:8][CH:7]=3)=[CH:17][C:18]=2[CH3:23])=[O:41])[CH3:51])[CH:47]=[CH:48][CH:49]=1. The catalyst class is: 22. (3) Reactant: [Li+].[OH-].O.[Cl:4][C:5]1[CH:37]=[CH:36][CH:35]=[C:34]([Cl:38])[C:6]=1[C:7]([NH:9][C@H:10]([C:30]([O:32]C)=[O:31])[CH2:11][C:12]1[CH:17]=[CH:16][C:15]([O:18][CH2:19][CH2:20][CH2:21][C:22]2[CH:27]=[CH:26][CH:25]=[C:24]([NH:28][CH3:29])[N:23]=2)=[CH:14][CH:13]=1)=[O:8]. The catalyst class is: 44. Product: [Cl:4][C:5]1[CH:37]=[CH:36][CH:35]=[C:34]([Cl:38])[C:6]=1[C:7]([NH:9][C@H:10]([C:30]([OH:32])=[O:31])[CH2:11][C:12]1[CH:17]=[CH:16][C:15]([O:18][CH2:19][CH2:20][CH2:21][C:22]2[CH:27]=[CH:26][CH:25]=[C:24]([NH:28][CH3:29])[N:23]=2)=[CH:14][CH:13]=1)=[O:8]. (4) Reactant: [F:1][C:2]([F:43])([F:42])[C:3]1[CH:4]=[C:5]([CH:35]=[C:36]([C:38]([F:41])([F:40])[F:39])[CH:37]=1)[CH2:6][N:7]([CH2:14][C:15]1[CH:20]=[C:19]([C:21]([F:24])([F:23])[F:22])[CH:18]=[CH:17][C:16]=1[C:25]1[CH:30]=[C:29]([CH2:31][NH:32][CH3:33])[CH:28]=[CH:27][C:26]=1[Cl:34])[C:8]1[N:9]=[N:10][N:11]([CH3:13])[N:12]=1.C(N(CC)CC)C.[CH3:51][S:52](Cl)(=[O:54])=[O:53]. Product: [F:43][C:2]([F:42])([F:1])[C:3]1[CH:4]=[C:5]([CH:35]=[C:36]([C:38]([F:41])([F:40])[F:39])[CH:37]=1)[CH2:6][N:7]([CH2:14][C:15]1[CH:20]=[C:19]([C:21]([F:22])([F:23])[F:24])[CH:18]=[CH:17][C:16]=1[C:25]1[C:26]([Cl:34])=[CH:27][CH:28]=[C:29]([CH2:31][N:32]([CH3:33])[S:52]([CH3:51])(=[O:54])=[O:53])[CH:30]=1)[C:8]1[N:9]=[N:10][N:11]([CH3:13])[N:12]=1. The catalyst class is: 2. (5) The catalyst class is: 8. Product: [CH3:1][C:2]1[N:3]([C:18]2[CH:19]=[CH:20][C:21]([O:24][C:25]([F:27])([F:26])[F:28])=[CH:22][CH:23]=2)[C:4]([C:12]2[CH:13]=[CH:14][CH:15]=[CH:16][CH:17]=2)=[CH:5][C:6]=1[C:7]([OH:9])=[O:8]. Reactant: [CH3:1][C:2]1[N:3]([C:18]2[CH:23]=[CH:22][C:21]([O:24][C:25]([F:28])([F:27])[F:26])=[CH:20][CH:19]=2)[C:4]([C:12]2[CH:17]=[CH:16][CH:15]=[CH:14][CH:13]=2)=[CH:5][C:6]=1[C:7]([O:9]CC)=[O:8].[OH-].[Na+].Cl. (6) Reactant: Cl.[CH:2]12[C:10](=[O:11])[CH:6]([CH2:7][NH:8][CH2:9]1)[CH2:5][O:4][CH2:3]2.C([O-])([O-])=O.[Na+].[Na+].Cl[C:19]([O:21][CH2:22][C:23]1[CH:28]=[CH:27][CH:26]=[CH:25][CH:24]=1)=[O:20]. Product: [CH2:22]([O:21][C:19]([N:8]1[CH2:7][CH:6]2[C:10](=[O:11])[CH:2]([CH2:3][O:4][CH2:5]2)[CH2:9]1)=[O:20])[C:23]1[CH:28]=[CH:27][CH:26]=[CH:25][CH:24]=1. The catalyst class is: 25. (7) Reactant: Cl.O1CCOCC1.[F:8][C:9]1[CH:14]=[CH:13][C:12]([C:15]2[C:23]3[C:18](=[CH:19][CH:20]=[C:21]([NH:24][C:25]([C:27]4([N:53]([CH:55]=[O:56])[CH3:54])[CH2:31][CH2:30][N:29]([CH2:32][C:33](=[O:52])[N:34]5[CH2:39][CH:38]=[C:37]([C:40]6[CH:45]=[CH:44][C:43]([C:46]7[N:51]=[CH:50][CH:49]=[CH:48][N:47]=7)=[CH:42][CH:41]=6)[CH2:36][CH2:35]5)[CH2:28]4)=[O:26])[CH:22]=3)[N:17](C(C3C=CC=CC=3)(C3C=CC=CC=3)C3C=CC=CC=3)[N:16]=2)=[CH:11][CH:10]=1. Product: [F:8][C:9]1[CH:14]=[CH:13][C:12]([C:15]2[C:23]3[C:18](=[CH:19][CH:20]=[C:21]([NH:24][C:25]([C:27]4([N:53]([CH:55]=[O:56])[CH3:54])[CH2:31][CH2:30][N:29]([CH2:32][C:33](=[O:52])[N:34]5[CH2:35][CH:36]=[C:37]([C:40]6[CH:45]=[CH:44][C:43]([C:46]7[N:47]=[CH:48][CH:49]=[CH:50][N:51]=7)=[CH:42][CH:41]=6)[CH2:38][CH2:39]5)[CH2:28]4)=[O:26])[CH:22]=3)[NH:17][N:16]=2)=[CH:11][CH:10]=1. The catalyst class is: 2. (8) Reactant: [Br:1][C:2]1[CH:3]=[N:4][C:5]([C:8]2[N:9](O)[C:10]3[C:15]([C:16]=2[CH:17]2[CH2:21][CH2:20][CH2:19][CH2:18]2)=[CH:14][CH:13]=[C:12]([C:22]([NH:24][C:25]2([C:29]4[N:33]([CH3:34])[C:32]5[CH:35]=[C:36](/[CH:39]=[CH:40]/[C:41]([O:43]CCCC)=[O:42])[CH:37]=[CH:38][C:31]=5[N:30]=4)[CH2:28][CH2:27][CH2:26]2)=[O:23])[CH:11]=3)=[N:6][CH:7]=1.CO.[OH-].[Na+].[C:53](O)(=O)C. Product: [Br:1][C:2]1[CH:7]=[N:6][C:5]([C:8]2[N:9]([CH3:53])[C:10]3[C:15]([C:16]=2[CH:17]2[CH2:18][CH2:19][CH2:20][CH2:21]2)=[CH:14][CH:13]=[C:12]([C:22]([NH:24][C:25]2([C:29]4[N:33]([CH3:34])[C:32]5[CH:35]=[C:36](/[CH:39]=[CH:40]/[C:41]([OH:43])=[O:42])[CH:37]=[CH:38][C:31]=5[N:30]=4)[CH2:28][CH2:27][CH2:26]2)=[O:23])[CH:11]=3)=[N:4][CH:3]=1. The catalyst class is: 1. (9) Reactant: [C:1]1([OH:7])[CH:6]=[CH:5][CH:4]=[CH:3][CH:2]=1.[OH-].[K+].Cl[CH2:11][C:12]1[S:16][C:15]([C:17]([O:19]CC)=[O:18])=[N:14][CH:13]=1.O. Product: [O:7]([CH2:11][C:12]1[S:16][C:15]([C:17]([OH:19])=[O:18])=[N:14][CH:13]=1)[C:1]1[CH:6]=[CH:5][CH:4]=[CH:3][CH:2]=1. The catalyst class is: 16. (10) Product: [F:34][CH:2]([F:1])[C:3]1[CH:12]=[C:11]2[C:6]([CH2:7][CH2:8][CH2:9][N:10]2[C:13]2[C:17]3[CH2:18][N:19]([C:37]([NH:36][CH3:35])=[O:38])[CH2:20][CH2:21][C:16]=3[N:15]([CH:22]3[CH2:27][CH2:26][O:25][CH2:24][CH2:23]3)[N:14]=2)=[CH:5][C:4]=1[C:28]1[S:29][C:30]([CH3:33])=[CH:31][CH:32]=1. The catalyst class is: 2. Reactant: [F:1][CH:2]([F:34])[C:3]1[CH:12]=[C:11]2[C:6]([CH2:7][CH2:8][CH2:9][N:10]2[C:13]2[C:17]3[CH2:18][NH:19][CH2:20][CH2:21][C:16]=3[N:15]([CH:22]3[CH2:27][CH2:26][O:25][CH2:24][CH2:23]3)[N:14]=2)=[CH:5][C:4]=1[C:28]1[S:29][C:30]([CH3:33])=[CH:31][CH:32]=1.[CH3:35][NH:36][C:37](N1C=CN=C1)=[O:38].